From a dataset of HIV replication inhibition screening data with 41,000+ compounds from the AIDS Antiviral Screen. Binary Classification. Given a drug SMILES string, predict its activity (active/inactive) in a high-throughput screening assay against a specified biological target. (1) The molecule is Cc1nn(C(=O)Cc2ccccc2)c2c1C(c1ccc(O)cc1O)SC(=N)N2. The result is 1 (active). (2) The drug is COc1cccc(N)c1N. The result is 0 (inactive). (3) The compound is NS(=O)(=O)c1ccc2c(c1)OCCOCCOCCOCCO2. The result is 0 (inactive). (4) The compound is CC(C)(C)NC(=O)NC12CC3CC(CC(F)(C3)C1)C2. The result is 0 (inactive).